This data is from Reaction yield outcomes from USPTO patents with 853,638 reactions. The task is: Predict the reaction yield, written as a fraction of the theoretical maximum amount of product (1.0 means a 100% yield; for example, 0.34 means a 34% yield). (1) The reactants are [N+:1]([C:4]1[CH:14]=[CH:13][C:7]2[CH2:8][CH2:9][CH2:10][NH:11][CH2:12][C:6]=2[CH:5]=1)([O-:3])=[O:2].C=O.[C:17](O)(=O)C.C([BH3-])#N.[Na+]. The catalyst is CO. The product is [CH3:17][N:11]1[CH2:10][CH2:9][CH2:8][C:7]2[CH:13]=[CH:14][C:4]([N+:1]([O-:3])=[O:2])=[CH:5][C:6]=2[CH2:12]1. The yield is 0.880. (2) The reactants are [CH3:1][O:2][C:3]1[CH:4]=[C:5]([CH:9]=[CH:10][C:11]=1[O:12][CH3:13])[C:6](Cl)=[O:7].[NH2:14][C:15]1[CH:16]=[CH:17][C:18]([Cl:38])=[C:19]([C:21]([CH3:37])([CH3:36])[CH2:22][NH:23][C:24]([C:26]2[C:34]3[C:29](=[CH:30][CH:31]=[CH:32][CH:33]=3)[N:28]([CH3:35])[N:27]=2)=[O:25])[CH:20]=1.C(N(CC)CC)C. The catalyst is C(Cl)Cl. The product is [Cl:38][C:18]1[CH:17]=[CH:16][C:15]([NH:14][C:6](=[O:7])[C:5]2[CH:9]=[CH:10][C:11]([O:12][CH3:13])=[C:3]([O:2][CH3:1])[CH:4]=2)=[CH:20][C:19]=1[C:21]([CH3:37])([CH3:36])[CH2:22][NH:23][C:24]([C:26]1[C:34]2[C:29](=[CH:30][CH:31]=[CH:32][CH:33]=2)[N:28]([CH3:35])[N:27]=1)=[O:25]. The yield is 0.0800. (3) The reactants are Cl[C:2]1[C:3]([C:16]2[CH:21]=[CH:20][C:19]([F:22])=[CH:18][CH:17]=2)=[N:4][C:5]2[C:10]([N:11]=1)=[CH:9][C:8]([C:12]([O:14][CH3:15])=[O:13])=[CH:7][CH:6]=2.[NH:23]1[CH2:26][CH2:25][CH2:24]1.CCN(C(C)C)C(C)C. The catalyst is CS(C)=O.O. The product is [N:23]1([C:2]2[C:3]([C:16]3[CH:21]=[CH:20][C:19]([F:22])=[CH:18][CH:17]=3)=[N:4][C:5]3[C:10]([N:11]=2)=[CH:9][C:8]([C:12]([O:14][CH3:15])=[O:13])=[CH:7][CH:6]=3)[CH2:26][CH2:25][CH2:24]1. The yield is 0.560. (4) The catalyst is O1CCCC1.C(OCC)C. The yield is 0.710. The reactants are C([Li])CCC.Br[C:7]1[CH:12]=[CH:11][C:10]([C:13]([F:19])([F:18])[C:14]([F:17])([F:16])[F:15])=[CH:9][CH:8]=1.[B:20](OC)([O:23]C)[O:21]C.Cl. The product is [F:18][C:13]([F:19])([C:10]1[CH:11]=[CH:12][C:7]([B:20]([OH:23])[OH:21])=[CH:8][CH:9]=1)[C:14]([F:17])([F:16])[F:15].